This data is from Experimentally validated miRNA-target interactions with 360,000+ pairs, plus equal number of negative samples. The task is: Binary Classification. Given a miRNA mature sequence and a target amino acid sequence, predict their likelihood of interaction. (1) The miRNA is hsa-miR-6827-3p with sequence ACCGUCUCUUCUGUUCCCCAG. The protein sequence of the target gene is MESAITLWQFLLHLLLDQKHEHLICWTSNDGEFKLLKAEEVAKLWGLRKNKTNMNYDKLSRALRYYYDKNIIKKVIGQKFVYKFVSFPDILKMDPHAVEISRESLLLQDGDCKVSPEGREVHRHGLSSLKSASRNEYLHSGLYSSFTINSLQNAPEAFKAIKTEKLEEPCDDSPPVEEVRTVIRFVTNKTDKHITRPVVSLPSTSETAAAAASAFLASSVSAKISSLMLPNAASISSASPSSSRSPSLSPDSPLPSEHRSLFLEAACHDSDSLEPLNLSSGSKTKSPSLPPKGKKPKGLE.... Result: 0 (no interaction). (2) The miRNA is dre-miR-133c-3p with sequence UUUGGUCCCUUUCAACCAGCUA. The protein sequence of the target gene is MGVLMSKRQTVEQVQKVSLAVSAFKDGLRDRPSIRRTGELPGSRRGTVEGSVQEVQEEKEAEAGTSVVQEESSAGRAAWERLRDGRGVEPEEFDRTSRFTPPAFIRPTRKLDDDKPPEICLEPREPVVNDEMCDVCEVWTAESLFPCRVCTRVFHDGCLRRMGYIQGDSAAEVTEMAHTETGWSCHYCDNINLLLTEEEMYSLTETFQRCKVIPDCSLTLEDFLRYRHQAAKRGDRDRALSEEQEEQAARQFAALDPEHRGHIEWPDFLSHESLLLLQQLRPQNSLLRLLTVKERERARA.... Result: 0 (no interaction). (3) The miRNA is hsa-miR-466 with sequence AUACACAUACACGCAACACACAU. The protein sequence of the target gene is MMAGCGEIDHSINMLPTNRKANESCSNTAPSLTVPECAICLQTCVHPVSLPCKHVFCYLCVKGASWLGKRCALCRQEIPEDFLDKPTLLSPEELKAASRGNGEYAWYYEGRNGWWQYDERTSRELEDAFSKGKKNTEMLIAGFLYVADLENMVQYRRNEHGRRRKIKRDIIDIPKKGVAGLRLDCDANTVNLARESSADGADSVSAQSGASVQPLVSSVRPLTSVDGQLTSPATPSPDASTSLEDSFAHLQLSGDNTAERSHRGEGEEDHESPSSGRVPAPDTSIEETESDASSDSEDVS.... Result: 0 (no interaction).